This data is from Reaction yield outcomes from USPTO patents with 853,638 reactions. The task is: Predict the reaction yield, written as a fraction of the theoretical maximum amount of product (1.0 means a 100% yield; for example, 0.34 means a 34% yield). The reactants are [CH:1]([N:4]([CH:16]([CH3:18])[CH3:17])[C:5]([N:7]1[C:11]2[CH:12]=[CH:13][CH:14]=[CH:15][C:10]=2[N:9]=[CH:8]1)=[O:6])([CH3:3])[CH3:2].[Li]CCCC.Cl[P:25]([CH2:28][CH3:29])[CH2:26][CH3:27]. No catalyst specified. The product is [CH2:26]([P:25]([CH2:28][CH3:29])[C:8]1[N:7]([C:5]([N:4]([CH:1]([CH3:3])[CH3:2])[CH:16]([CH3:18])[CH3:17])=[O:6])[C:11]2[CH:12]=[CH:13][CH:14]=[CH:15][C:10]=2[N:9]=1)[CH3:27]. The yield is 0.520.